Predict the reactants needed to synthesize the given product. From a dataset of Full USPTO retrosynthesis dataset with 1.9M reactions from patents (1976-2016). (1) Given the product [CH3:44][CH2:43][O:47][C:22]([CH3:17])=[O:23].[CH3:6][CH2:7][CH2:2][CH2:3][CH2:4][CH3:5], predict the reactants needed to synthesize it. The reactants are: C[C:2]1[CH:7]=[C:6](C(F)(F)F)[CH:5]=[CH:4][C:3]=1C1C=CC=C2C=1C=CC=[C:17]2[CH2:22][OH:23].C1C=CC(P(C2C=CC=CC=2)C2C=CC=CC=2)=CC=1.[C:43]([O:47]C(NC(NC(OC(C)(C)C)=O)=N)=O)(C)(C)[CH3:44].CC(OC(/N=N/C(OC(C)C)=O)=O)C. (2) Given the product [Br:1][C:2]1[C:3]([Cl:14])=[N:4][CH:5]=[C:6]([C:8]([F:11])([F:10])[F:9])[CH:7]=1, predict the reactants needed to synthesize it. The reactants are: [Br:1][C:2]1[C:3](O)=[N:4][CH:5]=[C:6]([C:8]([F:11])([F:10])[F:9])[CH:7]=1.O(Cl)[Cl:14].[P+3]. (3) Given the product [O:12]=[C:13]1[CH2:14][CH2:15][CH:16]([NH:19][C:20](=[O:24])[CH:21]([CH3:22])[CH3:23])[CH2:17][CH2:18]1, predict the reactants needed to synthesize it. The reactants are: [Cr](Cl)([O-])(=O)=O.[NH+]1C=CC=CC=1.[OH:12][CH:13]1[CH2:18][CH2:17][CH:16]([NH:19][C:20](=[O:24])[CH:21]([CH3:23])[CH3:22])[CH2:15][CH2:14]1.